Dataset: Catalyst prediction with 721,799 reactions and 888 catalyst types from USPTO. Task: Predict which catalyst facilitates the given reaction. (1) The catalyst class is: 139. Reactant: F[C:2]([F:7])(F)[C:3]([OH:5])=[O:4].[N:8]1[CH:13]=[CH:12][C:11]([C:14]2([NH2:17])[CH2:16][CH2:15]2)=[CH:10][N:9]=1.C(N(C(C)C)CC)(C)C.C(O[C:32]([N:34](C)[C:35]([C:37]1[C:38]([C:59]2[CH:64]=CC(F)=[CH:61][CH:60]=2)=[N:39][N:40]2[CH:45]=[CH:44][C:43]([C:46]3[C:47]([CH3:57])=[CH:48][C:49]([O:55][CH3:56])=[C:50]([CH:54]=3)[C:51](O)=[O:52])=[C:42]([F:58])[C:41]=12)=[O:36])=O)(C)(C)C.CN(C(ON1N=NC2C=CC=NC1=2)=[N+](C)C)C.F[P-](F)(F)(F)(F)F.FC(F)(F)C(O)=O. Product: [C:3]([O-:5])(=[O:4])[CH3:2].[NH4+:8].[F:58][C:42]1[C:41]2[N:40]([N:39]=[C:38]([C:59]3[CH:60]=[CH:61][C:2]([F:7])=[CH:3][CH:64]=3)[C:37]=2[C:35]([NH:34][CH3:32])=[O:36])[CH:45]=[CH:44][C:43]=1[C:46]1[CH:54]=[C:50]([C:51](=[O:52])[NH:17][C:14]2([C:11]3[CH:12]=[CH:13][N:8]=[N:9][CH:10]=3)[CH2:16][CH2:15]2)[C:49]([O:55][CH3:56])=[CH:48][C:47]=1[CH3:57]. (2) Reactant: [C:1]([N:5]([CH2:13][CH2:14][S:15][CH2:16][C:17]#[C:18][C:19]1[S:20][CH:21]=[CH:22][CH:23]=1)[C:6](=[O:12])[C:7]([O:9]CC)=[O:8])([CH3:4])([CH3:3])[CH3:2].[OH-].[K+].Cl. Product: [C:1]([N:5]([CH2:13][CH2:14][S:15][CH2:16][C:17]#[C:18][C:19]1[S:20][CH:21]=[CH:22][CH:23]=1)[C:6](=[O:12])[C:7]([OH:9])=[O:8])([CH3:4])([CH3:2])[CH3:3]. The catalyst class is: 38. (3) Reactant: O[CH2:2][C@H:3]1[C@H:5]([C:6]([OH:8])=[O:7])[C:4]1([CH3:10])[CH3:9]. Product: [CH3:9][C:4]1([CH3:10])[C@H:5]2[C@@H:3]1[CH2:2][O:7][C:6]2=[O:8]. The catalyst class is: 11.